Dataset: Forward reaction prediction with 1.9M reactions from USPTO patents (1976-2016). Task: Predict the product of the given reaction. (1) The product is: [Cl:1][C:2]1[CH:3]=[CH:4][C:5]([S:8]([N:11]([C@H:12]([CH2:16][CH:17]([CH3:19])[CH3:18])[C:13]([NH2:15])=[O:14])[CH2:32][C:31]2[CH:34]=[CH:35][C:28]([O:27][CH3:26])=[CH:29][CH:30]=2)(=[O:9])=[O:10])=[CH:6][CH:7]=1. Given the reactants [Cl:1][C:2]1[CH:7]=[CH:6][C:5]([S:8]([NH:11][C@H:12]([CH2:16][CH:17]([CH3:19])[CH3:18])[C:13]([NH2:15])=[O:14])(=[O:10])=[O:9])=[CH:4][CH:3]=1.C([O-])([O-])=O.[K+].[K+].[CH3:26][O:27][C:28]1[CH:35]=[CH:34][C:31]([CH2:32]Cl)=[CH:30][CH:29]=1, predict the reaction product. (2) Given the reactants [CH3:1][O:2][C:3](=[O:12])[C:4]1[CH:9]=[CH:8][C:7]([CH3:10])=[CH:6][C:5]=1Br.[CH2:13]([Sn](CCCC)(CCCC)CCCC)[CH:14]=[CH2:15].[Cl-].[Li+], predict the reaction product. The product is: [CH3:1][O:2][C:3](=[O:12])[C:4]1[CH:9]=[CH:8][C:7]([CH3:10])=[CH:6][C:5]=1[CH2:15][CH:14]=[CH2:13]. (3) Given the reactants [CH2:1]([N:8]1[CH:16]=[C:15]2[C:10]([CH:11]=[C:12]([C:17]3[CH:18]=[C:19]([C:27]4[CH:32]=[CH:31][C:30]([N:33]5[CH2:38][CH2:37][NH:36][CH2:35][CH2:34]5)=[CH:29][CH:28]=4)[N:20]4[C:25]=3[C:24]([NH2:26])=[N:23][CH:22]=[N:21]4)[CH:13]=[CH:14]2)=[N:9]1)[C:2]1[CH:7]=[CH:6][CH:5]=[CH:4][CH:3]=1.C=O.[C:41](O[BH-](OC(=O)C)OC(=O)C)(=O)C.[Na+], predict the reaction product. The product is: [CH2:1]([N:8]1[CH:16]=[C:15]2[C:10]([CH:11]=[C:12]([C:17]3[CH:18]=[C:19]([C:27]4[CH:32]=[CH:31][C:30]([N:33]5[CH2:38][CH2:37][N:36]([CH3:41])[CH2:35][CH2:34]5)=[CH:29][CH:28]=4)[N:20]4[C:25]=3[C:24]([NH2:26])=[N:23][CH:22]=[N:21]4)[CH:13]=[CH:14]2)=[N:9]1)[C:2]1[CH:7]=[CH:6][CH:5]=[CH:4][CH:3]=1. (4) Given the reactants [CH:1]1([S:4]([C:7]2[CH:12]=[CH:11][C:10]([CH:13]([C:21]3[NH:25][C:24]([C:26]4[S:27][C:28](CO)=[CH:29][N:30]=4)=[CH:23][CH:22]=3)[CH2:14][CH:15]3[CH2:20][CH2:19][O:18][CH2:17][CH2:16]3)=[CH:9][CH:8]=2)(=[O:6])=[O:5])[CH2:3][CH2:2]1.S(Cl)([Cl:35])=O.[O:37]1[CH2:41][CH2:40][CH2:39]C1, predict the reaction product. The product is: [ClH:35].[CH:1]1([S:4]([C:7]2[CH:8]=[CH:9][C:10]([CH:13]([C:21]3[NH:25][C:24]([C:26]4[S:27][C:28]([CH2:21][N:25]5[CH2:24][CH2:23][C:41](=[O:37])[CH2:40][CH2:39]5)=[CH:29][N:30]=4)=[CH:23][CH:22]=3)[CH2:14][CH:15]3[CH2:20][CH2:19][O:18][CH2:17][CH2:16]3)=[CH:11][CH:12]=2)(=[O:6])=[O:5])[CH2:2][CH2:3]1. (5) Given the reactants [CH2:1]([N:8]1[C:13]([CH2:15][OH:16])([CH3:14])[CH2:12][O:11][CH2:10][C:9]1=[O:17])[C:2]1[CH:7]=[CH:6][CH:5]=[CH:4][CH:3]=1.[K+].[Br-].CC1(C)N([O])C(C)(C)CCC1.[O-]Cl.[Na+].Cl.[O-:35]Cl=O.[Na+], predict the reaction product. The product is: [CH2:1]([N:8]1[C:9](=[O:17])[CH2:10][O:11][CH2:12][C:13]1([CH3:14])[C:15]([OH:35])=[O:16])[C:2]1[CH:3]=[CH:4][CH:5]=[CH:6][CH:7]=1.